From a dataset of Full USPTO retrosynthesis dataset with 1.9M reactions from patents (1976-2016). Predict the reactants needed to synthesize the given product. (1) Given the product [NH2:15][C:3]1[CH:4]=[C:5]([NH:8][C:9](=[O:14])[CH2:10][N:11]([CH3:12])[CH3:13])[CH:6]=[CH:7][C:2]=1[Cl:1], predict the reactants needed to synthesize it. The reactants are: [Cl:1][C:2]1[CH:7]=[CH:6][C:5]([NH:8][C:9](=[O:14])[CH2:10][N:11]([CH3:13])[CH3:12])=[CH:4][C:3]=1[N+:15]([O-])=O.Cl. (2) Given the product [Br:36][C:37]1[CH:42]=[CH:41][C:40]([S:43]([N:32]2[CH2:33][CH2:34][N:29]([CH2:28][C:15]3([NH:14][C:12]([O:11][CH2:9][CH3:10])=[O:13])[CH2:16][CH2:17][N:18]([C:21]4[CH:26]=[CH:25][N:24]=[C:23]([CH3:27])[CH:22]=4)[CH2:19][CH2:20]3)[C:30](=[O:35])[CH2:31]2)(=[O:45])=[O:44])=[CH:39][CH:38]=1, predict the reactants needed to synthesize it. The reactants are: C(N(CC)CC)C.Cl.[CH2:9]([O:11][C:12]([NH:14][C:15]1([CH2:28][N:29]2[CH2:34][CH2:33][NH:32][CH2:31][C:30]2=[O:35])[CH2:20][CH2:19][N:18]([C:21]2[CH:26]=[CH:25][N:24]=[C:23]([CH3:27])[CH:22]=2)[CH2:17][CH2:16]1)=[O:13])[CH3:10].[Br:36][C:37]1[CH:42]=[CH:41][C:40]([S:43](Cl)(=[O:45])=[O:44])=[CH:39][CH:38]=1.C(=O)([O-])[O-].[Na+].[Na+]. (3) Given the product [Cl:30][C:27]1[CH:28]=[CH:29][C:24]([CH2:23][N:4]2[CH2:1][CH:2]=[CH:19][CH2:18][CH2:17][C:16](=[O:21])[NH:15][C@H:8]([C:9]3[CH:14]=[CH:13][CH:12]=[CH:11][CH:10]=3)[CH2:7][O:6][C:5]2=[O:22])=[CH:25][CH:26]=1, predict the reactants needed to synthesize it. The reactants are: [CH2:1]([N:4]([CH2:23][C:24]1[CH:29]=[CH:28][C:27]([Cl:30])=[CH:26][CH:25]=1)[C:5](=[O:22])[O:6][CH2:7][C@H:8]([NH:15][C:16](=[O:21])[CH2:17][CH2:18][CH:19]=C)[C:9]1[CH:14]=[CH:13][CH:12]=[CH:11][CH:10]=1)[CH:2]=C.CO.C(Cl)Cl. (4) Given the product [CH2:1]([N:5]1[CH:9]=[C:8]([C:10]2[CH:15]=[CH:14][C:13]([Cl:16])=[CH:12][C:11]=2[Cl:17])[N:7]=[C:6]1[C@@H:18]([NH:27][C:28]([C@H:30]1[CH2:35][CH2:34][C@H:33]([CH2:36][CH3:37])[CH2:32][CH2:31]1)=[O:29])[CH2:19][C:20]1[CH:21]=[CH:22][C:23]([O:26][CH2:39][C:40]2[CH:49]=[CH:48][C:43]([C:44]([OH:46])=[O:45])=[CH:42][CH:41]=2)=[CH:24][CH:25]=1)/[CH:2]=[CH:3]\[CH3:4], predict the reactants needed to synthesize it. The reactants are: [CH2:1]([N:5]1[CH:9]=[C:8]([C:10]2[CH:15]=[CH:14][C:13]([Cl:16])=[CH:12][C:11]=2[Cl:17])[N:7]=[C:6]1[C@@H:18]([NH:27][C:28]([C@H:30]1[CH2:35][CH2:34][C@H:33]([CH2:36][CH3:37])[CH2:32][CH2:31]1)=[O:29])[CH2:19][C:20]1[CH:25]=[CH:24][C:23]([OH:26])=[CH:22][CH:21]=1)/[CH:2]=[CH:3]\[CH3:4].Br[CH2:39][C:40]1[CH:49]=[CH:48][C:43]([C:44]([O:46]C)=[O:45])=[CH:42][CH:41]=1. (5) Given the product [F:1][C:2]1[CH:15]=[CH:14][C:5]([CH2:6][N:7]2[CH2:12][CH2:11][N:10]([C:19](=[O:20])[CH2:18][C:16]#[N:17])[CH2:9][C:8]2=[O:13])=[CH:4][CH:3]=1, predict the reactants needed to synthesize it. The reactants are: [F:1][C:2]1[CH:15]=[CH:14][C:5]([CH2:6][N:7]2[CH2:12][CH2:11][NH:10][CH2:9][C:8]2=[O:13])=[CH:4][CH:3]=1.[C:16]([CH2:18][C:19](O)=[O:20])#[N:17].C(Cl)CCl.C1C=CC2N(O)N=NC=2C=1.